From a dataset of Reaction yield outcomes from USPTO patents with 853,638 reactions. Predict the reaction yield, written as a fraction of the theoretical maximum amount of product (1.0 means a 100% yield; for example, 0.34 means a 34% yield). (1) The reactants are F[C:2](F)(F)[C:3]([OH:5])=O.FC1C(O)=C(F)C(F)=C(F)C=1F.[C:20](O)(=O)[C:21]1[CH:26]=[CH:25][CH:24]=[N:23][CH:22]=1.O[C:30]1[CH:35]=[CH:34][CH:33]=[CH:32][C:31]=1[C:36](=O)C.[OH-].[K+].O.[NH2:42][NH2:43]. The catalyst is N1C=CC=CC=1. The product is [CH3:36][C:31]1[CH:30]=[CH:2][C:3]([OH:5])=[C:33]([C:34]2[CH:35]=[C:20]([C:21]3[CH:22]=[N:23][CH:24]=[CH:25][CH:26]=3)[NH:43][N:42]=2)[CH:32]=1. The yield is 0.240. (2) The reactants are C[O:2][C:3]1[CH:12]=[CH:11][C:10]2[CH2:9][N:8]([C:13]([C:15]3[CH:16]=[N:17][CH:18]=[CH:19][CH:20]=3)=[O:14])[CH2:7][CH2:6][C:5]=2[C:4]=1[CH:21]=[O:22].B(Br)(Br)Br. The catalyst is ClCCl. The product is [OH:2][C:3]1[CH:12]=[CH:11][C:10]2[CH2:9][N:8]([C:13]([C:15]3[CH:16]=[N:17][CH:18]=[CH:19][CH:20]=3)=[O:14])[CH2:7][CH2:6][C:5]=2[C:4]=1[CH:21]=[O:22]. The yield is 0.619. (3) The product is [F:28][C:25]([F:26])([F:27])[C:22]1[CH:21]=[CH:20][C:19]([NH:18][C:14]2[C:15]3[CH2:16][CH2:17][NH:8][CH2:9][C:10]=3[N:11]=[CH:12][N:13]=2)=[CH:24][CH:23]=1. The catalyst is CO.[OH-].[Pd+2].[OH-]. The yield is 0.910. The reactants are C([N:8]1[CH2:17][CH2:16][C:15]2[C:14]([NH:18][C:19]3[CH:24]=[CH:23][C:22]([C:25]([F:28])([F:27])[F:26])=[CH:21][CH:20]=3)=[N:13][CH:12]=[N:11][C:10]=2[CH2:9]1)C1C=CC=CC=1. (4) The reactants are [F:1][C:2]1[CH:7]=[C:6]([CH3:8])[CH:5]=[CH:4][N:3]=1.[Br:9]N1C(=O)CCC1=O.C(OOC(=O)C1C=CC=CC=1)(=O)C1C=CC=CC=1. The catalyst is C(Cl)(Cl)(Cl)Cl.[W]. The product is [Br:9][CH2:8][C:6]1[CH:5]=[CH:4][N:3]=[C:2]([F:1])[CH:7]=1. The yield is 0.280. (5) The product is [OH:27][C:26]1[C:7]2[S:8][C:9]([CH3:25])=[C:10]([C:11](=[O:24])[C:12]3[CH:17]=[C:16]([O:18][CH3:19])[C:15]([O:20][CH3:21])=[C:14]([O:22][CH3:23])[CH:13]=3)[C:6]=2[CH:5]=[CH:4][C:3]=1[O:2][CH3:1]. The catalyst is C1COCC1.[OH-].[Na+]. The yield is 0.280. The reactants are [CH3:1][O:2][C:3]1[CH:4]=[CH:5][C:6]2[C:10]([C:11](=[O:24])[C:12]3[CH:17]=[C:16]([O:18][CH3:19])[C:15]([O:20][CH3:21])=[C:14]([O:22][CH3:23])[CH:13]=3)=[C:9]([CH3:25])[S:8][C:7]=2[C:26]=1[O:27]S(C1C=CC(C)=CC=1)(=O)=O.CO.C(C(O)=O)(F)(F)F. (6) The reactants are [C:1]([C@@H:5]1[CH2:10][CH2:9][C@H:8]([C:11]2[CH:16]=[CH:15][C:14]([C@H:17]([C:28](=[O:44])[NH:29][C:30]3[CH:35]=[CH:34][C:33]([C:36]4[CH:41]=[CH:40][C:39]([Cl:42])=[CH:38][C:37]=4[CH3:43])=[CH:32][CH:31]=3)[CH2:18][C:19]3[CH:27]=[CH:26][C:22]([C:23]([OH:25])=O)=[CH:21][CH:20]=3)=[CH:13][CH:12]=2)[CH2:7][CH2:6]1)([CH3:4])([CH3:3])[CH3:2].C1C=CC2N(O)N=NC=2C=1.CCN=C=NCCCN(C)C.[NH2:66][CH2:67][CH2:68][S:69]([OH:72])(=[O:71])=[O:70].CCN(C(C)C)C(C)C.Cl. The catalyst is CN(C=O)C.CCOC(C)=O.O. The product is [C:1]([C@@H:5]1[CH2:10][CH2:9][C@H:8]([C:11]2[CH:12]=[CH:13][C:14]([C@H:17]([C:28](=[O:44])[NH:29][C:30]3[CH:35]=[CH:34][C:33]([C:36]4[CH:41]=[CH:40][C:39]([Cl:42])=[CH:38][C:37]=4[CH3:43])=[CH:32][CH:31]=3)[CH2:18][C:19]3[CH:27]=[CH:26][C:22]([C:23]([NH:66][CH2:67][CH2:68][S:69]([OH:72])(=[O:71])=[O:70])=[O:25])=[CH:21][CH:20]=3)=[CH:15][CH:16]=2)[CH2:7][CH2:6]1)([CH3:2])([CH3:4])[CH3:3]. The yield is 0.360. (7) The reactants are [CH3:1][O:2][C:3]([C:5]1[S:6][C:7]([C:14]2[CH:19]=[CH:18][CH:17]=[C:16]([F:20])[CH:15]=2)=[CH:8][C:9]=1[NH:10][CH:11]([CH3:13])[CH3:12])=[O:4].Cl[C:22]([CH:24]1[CH2:29][CH2:28][CH:27]([CH3:30])[CH2:26][CH:25]1[O:31][C:32](=[O:34])[CH3:33])=[O:23].C1(P(C2C=CC=CC=2)C2C=CC=CC=2)C=CC=CC=1. The catalyst is ClCCCl.C(Cl)(Cl)Cl.O. The product is [CH3:1][O:2][C:3]([C:5]1[S:6][C:7]([C:14]2[CH:19]=[CH:18][CH:17]=[C:16]([F:20])[CH:15]=2)=[CH:8][C:9]=1[N:10]([C:22]([CH:24]1[CH2:29][CH2:28][CH:27]([CH3:30])[CH2:26][CH:25]1[O:31][C:32](=[O:34])[CH3:33])=[O:23])[CH:11]([CH3:13])[CH3:12])=[O:4]. The yield is 0.120. (8) The reactants are Cl[C:2]1[CH:3]=[CH:4][C:5]2[N:6]([C:8]([C:11]#[CH:12])=[CH:9][N:10]=2)[N:7]=1.[O:13]1[CH2:18][CH2:17][N:16]([CH2:19][C:20]2[CH:25]=[CH:24][C:23](B(O)O)=[CH:22][CH:21]=2)[CH2:15][CH2:14]1.C(=O)([O-])[O-].[Na+].[Na+]. The catalyst is O1CCOCC1.O. The product is [C:11]([C:8]1[N:6]2[N:7]=[C:2]([C:23]3[CH:24]=[CH:25][C:20]([CH2:19][N:16]4[CH2:17][CH2:18][O:13][CH2:14][CH2:15]4)=[CH:21][CH:22]=3)[CH:3]=[CH:4][C:5]2=[N:10][CH:9]=1)#[CH:12]. The yield is 0.373.